This data is from Catalyst prediction with 721,799 reactions and 888 catalyst types from USPTO. The task is: Predict which catalyst facilitates the given reaction. (1) Reactant: [Cl:1][CH2:2][CH2:3][N:4]=[C:5]=[O:6].[CH2:7]([O:11][C:12]1[CH:17]=[CH:16][C:15]([NH2:18])=[CH:14][CH:13]=1)[CH:8]([CH3:10])[CH3:9]. Product: [Cl:1][CH2:2][CH2:3][NH:4][C:5]([NH:18][C:15]1[CH:14]=[CH:13][C:12]([O:11][CH2:7][CH:8]([CH3:10])[CH3:9])=[CH:17][CH:16]=1)=[O:6]. The catalyst class is: 27. (2) Reactant: [F:1][C:2]([C:5]1[CH:10]=[CH:9][C:8]([CH:11]2[CH2:16][N:15]([C:17]([N:19]3[CH2:24][CH2:23][S:22][CH2:21][CH2:20]3)=[O:18])[CH2:14][CH:13]([C:25](O)=[O:26])[CH2:12]2)=[CH:7][CH:6]=1)([F:4])[CH3:3].CN(C(ON1N=NC2C=CC=NC1=2)=[N+](C)C)C.F[P-](F)(F)(F)(F)F.C(N(CC)C(C)C)(C)C.O[N:62]=[C:63]([O:65][CH2:66][CH3:67])[NH2:64]. Product: [F:1][C:2]([C:5]1[CH:10]=[CH:9][C:8]([CH:11]2[CH2:12][CH:13]([C:25]3[O:26][N:64]=[C:63]([O:65][CH2:66][CH3:67])[N:62]=3)[CH2:14][N:15]([C:17]([N:19]3[CH2:24][CH2:23][S:22][CH2:21][CH2:20]3)=[O:18])[CH2:16]2)=[CH:7][CH:6]=1)([F:4])[CH3:3]. The catalyst class is: 9. (3) Reactant: [Cl:1][CH2:2][C:3](Cl)=[O:4].Cl.Cl.[Cl:8][C:9]1[C:10]([F:35])=[C:11]([CH:32]=[CH:33][CH:34]=1)[NH:12][C:13]1[C:22]2[C:17](=[CH:18][C:19]([O:30][CH3:31])=[C:20]([O:23][CH:24]3[CH2:29][CH2:28][CH2:27][NH:26][CH2:25]3)[CH:21]=2)[N:16]=[CH:15][N:14]=1.C(N(C(C)C)CC)(C)C. Product: [Cl:1][CH2:2][C:3]([N:26]1[CH2:27][CH2:28][CH2:29][CH:24]([O:23][C:20]2[CH:21]=[C:22]3[C:17](=[CH:18][C:19]=2[O:30][CH3:31])[N:16]=[CH:15][N:14]=[C:13]3[NH:12][C:11]2[CH:32]=[CH:33][CH:34]=[C:9]([Cl:8])[C:10]=2[F:35])[CH2:25]1)=[O:4]. The catalyst class is: 2. (4) Reactant: O=C(C)[CH:3]([C:8]1[CH:17]=[CH:16][C:15]2[C:10](=[CH:11][CH:12]=[CH:13][C:14]=2[CH2:18][CH:19]=[CH2:20])[N:9]=1)[C:4]([O:6][CH3:7])=[O:5].Cl.C(=O)([O-])[O-].[K+].[K+]. Product: [CH3:7][O:6][C:4](=[O:5])[CH2:3][C:8]1[CH:17]=[CH:16][C:15]2[C:10](=[CH:11][CH:12]=[CH:13][C:14]=2[CH2:18][CH:19]=[CH2:20])[N:9]=1. The catalyst class is: 6. (5) Reactant: [I:1][C:2]1[CH:7]=[CH:6][CH:5]=[CH:4][C:3]=1[OH:8].C(N(CC)CC)C.[CH3:16][S:17](Cl)(=[O:19])=[O:18]. Product: [CH3:16][S:17]([O:8][C:3]1[CH:4]=[CH:5][CH:6]=[CH:7][C:2]=1[I:1])(=[O:19])=[O:18]. The catalyst class is: 34. (6) Reactant: N#N.[C:3]([C:5]1[N:10]=[C:9]([NH2:11])[N:8]=[C:7]([NH:12][C:13]2[CH:18]=[CH:17][C:16]([O:19][C:20]3[CH:25]=[CH:24][N:23]=[C:22]([C:26]([F:29])([F:28])[F:27])[CH:21]=3)=[CH:15][CH:14]=2)[CH:6]=1)#[CH:4].ClCl.[F:32][C:33]1[CH:38]=[CH:37][C:36](I)=[CH:35][CH:34]=1.C(N(CC)C(C)C)(C)C. Product: [F:32][C:33]1[CH:38]=[CH:37][C:36]([C:4]#[C:3][C:5]2[N:10]=[C:9]([NH2:11])[N:8]=[C:7]([NH:12][C:13]3[CH:18]=[CH:17][C:16]([O:19][C:20]4[CH:25]=[CH:24][N:23]=[C:22]([C:26]([F:29])([F:28])[F:27])[CH:21]=4)=[CH:15][CH:14]=3)[CH:6]=2)=[CH:35][CH:34]=1. The catalyst class is: 471. (7) The catalyst class is: 143. Product: [Br:1][C:2]1[CH:3]=[C:4]([CH:8]=[C:9]([C:11]([N:13]2[CH2:17][CH2:16][CH2:15][CH2:14]2)=[O:12])[CH:10]=1)[C:5]([NH:57][CH2:56][C:53]1[CH:52]=[N:51][C:50]([CH3:49])=[N:55][CH:54]=1)=[O:7]. Reactant: [Br:1][C:2]1[CH:3]=[C:4]([CH:8]=[C:9]([C:11]([N:13]2[CH2:17][CH2:16][CH2:15][CH2:14]2)=[O:12])[CH:10]=1)[C:5]([OH:7])=O.Cl.CN(C)CCCN=C=NCC.ON1C2C=CC=CC=2N=N1.C(N(CC)C(C)C)(C)C.[CH3:49][C:50]1[N:55]=[CH:54][C:53]([CH2:56][NH2:57])=[CH:52][N:51]=1. (8) Reactant: [C:1]([C:3](=[C:8](SC)[S:9][CH3:10])[C:4]([O:6][CH3:7])=[O:5])#[N:2].[CH3:13][C:14]([CH3:19])([CH3:18])[C:15]([NH2:17])=[O:16].[H-].[Na+].Cl. Product: [C:1]([C:3](=[C:8]([NH:17][C:15](=[O:16])[C:14]([CH3:19])([CH3:18])[CH3:13])[S:9][CH3:10])[C:4]([O:6][CH3:7])=[O:5])#[N:2]. The catalyst class is: 44. (9) Reactant: [N+:1]([C:4]1[CH:5]=[N:6][CH:7]=[CH:8][C:9]=1[C:10]1[CH2:15][CH:14]([C:16]([F:19])([F:18])[F:17])[CH2:13][C:12](=[O:20])[CH:11]=1)([O-:3])=[O:2].[BH4-].[Na+]. Product: [N+:1]([C:4]1[CH:5]=[N:6][CH:7]=[CH:8][C:9]=1[C:10]1[CH2:15][C@H:14]([C:16]([F:19])([F:17])[F:18])[CH2:13][C@H:12]([OH:20])[CH:11]=1)([O-:3])=[O:2]. The catalyst class is: 351.